Dataset: Experimentally validated miRNA-target interactions with 360,000+ pairs, plus equal number of negative samples. Task: Binary Classification. Given a miRNA mature sequence and a target amino acid sequence, predict their likelihood of interaction. (1) The miRNA is hsa-miR-4766-5p with sequence UCUGAAAGAGCAGUUGGUGUU. The protein sequence of the target gene is MKLLLLHPAFQSCLLLTLLGLWRTTPEAHASSLGAPAISAASFLQDLIHRYGEGDSLTLQQLKALLNHLDVGVGRGNVTQHVQGHRNLSTCFSSGDLFTAHNFSEQSRIGSSELQEFCPTILQQLDSRACTSENQENEENEQTEEGRPSAVEVWGYGLLCVTVISLCSLLGASVVPFMKKTFYKRLLLYFIALAIGTLYSNALFQLIPEAFGFNPLEDYYVSKSAVVFGGFYLFFFTEKILKILLKQKNEHHHGHSHYASESLPSKKDQEEGVMEKLQNGDLDHMIPQHCSSELDGKAPM.... Result: 1 (interaction). (2) The miRNA is mmu-miR-3072-3p with sequence UGCCCCCUCCAGGAAGCCUUCU. The protein sequence of the target gene is MERSLKNVLVVSCGFLLLFTAYGGLQNLQSSLYSEQGLGVATLSTLYASVLLSSMFLPPILIKKCGCKWTIVGSMCCYVVFSLGNFHANWYTLIPTSILLGLGAAPLWSAQGTYLTTMGNLQAEKVGKLGKDVVNQYFGIFFLVFQSSGVWGNLISSLVFGKMSMQEAIPEEQLMSCGAKDCLMGPAATNSTHHPSQQLIYTLLGIYTGCGVLAILLVAVFLESLEDKLENEGERRPRPPPLWSTLLSTFMLFRDKRLCLLMFLPLYSGFQQEFLSGEYTKSYVTCALGIHFVGYVMICF.... Result: 0 (no interaction). (3) The miRNA is cel-miR-1022-5p with sequence AAGAUCAUUGUUAGGACGCCAUC. The protein sequence of the target gene is MTQQPQEDFERSVEDAQAWMKVIQEQLQVNDNTKGPRAALEARLRETEKICQLESEGMVKVELVLRAAEALLATCQEGQKPEILARLRDIKSQWEETVTYMTHCHSRIEWVWLHWSEYLLAQDEFYRWFQKMVVALEPPVELQLGLKEKQWQLSHAQVLLHNVDNQAVLLDRLLEEAGSLFSRIGDPSVDEDAQKRMKAEYDAVKARAQRRVDLLAQVAQDHEQYREDVNEFQLWLKAVVEKVHSCLGRNCKLATELRLSTLQDIAKDFPRGEESLKRLEEQAVGVIQNTSPLGAEKISG.... Result: 0 (no interaction). (4) The miRNA is mmu-miR-362-5p with sequence AAUCCUUGGAACCUAGGUGUGAAU. The protein sequence of the target gene is MAARVVLDEFTAPAEKAALLERSRGRIEALFGVGLAVLGALGAEEPLPARIWLQLRGAQEAVHSAKEYIKGICEPELEEKECYPKAMHCIFVGAQSLFLKSLIQDTCADLCVLDTGLLGIRGSAEAVVMARSHIQQFVKLFESNENLPSNQRESEIKREFRQFVEAHADSYTMDLLILPTSLKKELLSLTQGEESLFETDDDVITVGDVRPPEYTQSAATGPSSARDEVVVQEDSRNKARTPVSELTKHMDTVFSSSPDVLFVPVNGLSPDEDALSKDRVCHKRRSSDTEERHTKKQFSL.... Result: 1 (interaction). (5) The protein sequence of the target gene is MAGLLTLLGPAGRVSTRLRPLAPWLLGTATSCAPPLWALALSHPVPDARLLRTARGDCLSRQEPNRTPEPGGSVTGTEKKLSRTQQLKKVFQEYGAVGVSMHIGISLVSLGIFYTVVSSGIDMSAILLKLGFKESLVQSKMAAGTSTFVVAYAIHKLFAPVRISITLVSVPFVVRYFRSVGLFKPPATKP. The miRNA is hsa-miR-6730-3p with sequence CCUGACACCCCAUCUGCCCUCA. Result: 0 (no interaction).